This data is from Full USPTO retrosynthesis dataset with 1.9M reactions from patents (1976-2016). The task is: Predict the reactants needed to synthesize the given product. (1) Given the product [C:1]([O:5][C:6](=[O:22])[C:7]1[CH:12]=[CH:11][C:10]([CH2:13][CH2:14][CH2:15][CH2:16][C:17]([O:19][CH3:20])=[O:18])=[C:9]([CH3:21])[CH:8]=1)([CH3:3])([CH3:4])[CH3:2], predict the reactants needed to synthesize it. The reactants are: [C:1]([O:5][C:6](=[O:22])[C:7]1[CH:12]=[CH:11][C:10](/[CH:13]=[CH:14]/[CH:15]=[CH:16]/[C:17]([O:19][CH3:20])=[O:18])=[C:9]([CH3:21])[CH:8]=1)([CH3:4])([CH3:3])[CH3:2]. (2) Given the product [F:1][C:2]([F:17])([F:18])[C:3]1[CH:4]=[C:5]([CH:13]([N:15]([CH3:16])[C:25]([Cl:28])=[O:26])[CH3:14])[CH:6]=[C:7]([C:9]([F:10])([F:11])[F:12])[CH:8]=1, predict the reactants needed to synthesize it. The reactants are: [F:1][C:2]([F:18])([F:17])[C:3]1[CH:4]=[C:5]([CH:13]([NH:15][CH3:16])[CH3:14])[CH:6]=[C:7]([C:9]([F:12])([F:11])[F:10])[CH:8]=1.C([O-])([O-])=O.[Cs+].[Cs+].[C:25]([Cl:28])(Cl)=[O:26]. (3) Given the product [Cl:1][C:2]1[CH:3]=[C:4]2[C:8](=[C:9]([F:11])[CH:10]=1)[N:7]([CH2:21][C:22]([C:25]1[CH:26]=[N:27][CH:28]=[CH:29][CH:30]=1)([OH:23])[CH3:24])[C:6]1[CH2:12][CH:13]3[N:17]([CH2:18][C:5]2=1)[CH2:16][CH2:15][CH2:14]3, predict the reactants needed to synthesize it. The reactants are: [Cl:1][C:2]1[CH:3]=[C:4]2[C:8](=[C:9]([F:11])[CH:10]=1)[NH:7][C:6]1[CH2:12][CH:13]3[N:17]([CH2:18][C:5]2=1)[CH2:16][CH2:15][CH2:14]3.[H-].[Na+].[CH3:21][C:22]1([C:25]2[CH:26]=[N:27][CH:28]=[CH:29][CH:30]=2)[CH2:24][O:23]1. (4) The reactants are: [CH3:1][O:2][C:3]1[CH:26]=[CH:25][C:6]([CH2:7][N:8]2[CH2:14][CH:13]3[C:15]([C:17]4[CH:22]=[CH:21][CH:20]=[C:19]([O:23][CH3:24])[CH:18]=4)(O)[CH:10]([CH2:11][CH2:12]3)[CH2:9]2)=[CH:5][CH:4]=1.[ClH:27].CCOC(C)=O. Given the product [Cl:27][C:15]1([C:17]2[CH:22]=[CH:21][CH:20]=[C:19]([O:23][CH3:24])[CH:18]=2)[CH:13]2[CH2:12][CH2:11][CH:10]1[CH2:9][N:8]([CH2:7][C:6]1[CH:25]=[CH:26][C:3]([O:2][CH3:1])=[CH:4][CH:5]=1)[CH2:14]2, predict the reactants needed to synthesize it. (5) Given the product [Cl:1][C:2]1[N:3]=[C:4]([NH:26][C:23]2[CH:22]=[CH:21][C:20]([N:19]3[CH2:14][CH2:15][O:16][CH2:17][CH2:18]3)=[CH:25][CH:24]=2)[C:5]2[C:10]([CH3:11])=[C:9]([CH3:12])[S:8][C:6]=2[N:7]=1, predict the reactants needed to synthesize it. The reactants are: [Cl:1][C:2]1[N:3]=[C:4](Cl)[C:5]2[C:10]([CH3:11])=[C:9]([CH3:12])[S:8][C:6]=2[N:7]=1.[CH2:14]1[N:19]([C:20]2[CH:25]=[CH:24][C:23]([NH2:26])=[CH:22][CH:21]=2)[CH2:18][CH2:17][O:16][CH2:15]1.NC1C=CC=CC=1. (6) Given the product [NH2:12][C:11]1[C:7]([C:2]2[CH:3]=[CH:4][CH:5]=[CH:6][N:1]=2)=[C:8]2[NH:13][C:21]([C:18]3[CH:19]=[CH:20][C:15]([Cl:14])=[CH:16][C:17]=3[F:29])=[CH:22][C:23](=[O:24])[N:9]2[N:10]=1, predict the reactants needed to synthesize it. The reactants are: [N:1]1[CH:6]=[CH:5][CH:4]=[CH:3][C:2]=1[C:7]1[C:8]([NH2:13])=[N:9][NH:10][C:11]=1[NH2:12].[Cl:14][C:15]1[CH:20]=[CH:19][C:18]([C:21](=O)[CH2:22][C:23](OCC)=[O:24])=[C:17]([F:29])[CH:16]=1.CC1C=CC(S(O)(=O)=O)=CC=1. (7) Given the product [CH3:1][O:3][C:4](=[O:39])[C:5]1[CH:10]=[CH:9][C:8]([NH:11][C:12](=[O:38])[CH:13]([N:20]2[C:24]3[CH:25]=[C:26]([F:30])[C:27]([F:29])=[CH:28][C:23]=3[N:22]=[C:21]2[C:31]2[CH:32]=[CH:33][C:34]([Cl:37])=[CH:35][CH:36]=2)[CH:14]2[CH2:19][CH2:18][CH2:17][CH2:16][CH2:15]2)=[C:7]([C:47]#[N:48])[CH:6]=1, predict the reactants needed to synthesize it. The reactants are: [CH2:1]([O:3][C:4](=[O:39])[C:5]1[CH:10]=[CH:9][C:8]([NH:11][C:12](=[O:38])[CH:13]([N:20]2[C:24]3[CH:25]=[C:26]([F:30])[C:27]([F:29])=[CH:28][C:23]=3[N:22]=[C:21]2[C:31]2[CH:36]=[CH:35][C:34]([Cl:37])=[CH:33][CH:32]=2)[CH:14]2[CH2:19][CH2:18][CH2:17][CH2:16][CH2:15]2)=[CH:7][CH:6]=1)C.ClC1C=CC([C:47]2N(C(C3CCCCC3)C(O)=O)C3C=C(F)C(F)=CC=3[N:48]=2)=CC=1.COC(=O)C1C=CC(N)=C(C#N)C=1.C(N(CC)C(C)C)(C)C. (8) Given the product [CH3:8][S:9]([O:32][CH2:31][CH2:30][O:29][N:28]=[C:26]([C:23]1[CH:24]=[CH:25][C:20]([C:17]2[CH:16]=[CH:15][C:14]([F:13])=[CH:19][CH:18]=2)=[CH:21][CH:22]=1)[CH3:27])(=[O:11])=[O:10], predict the reactants needed to synthesize it. The reactants are: C(N(CC)CC)C.[CH3:8][S:9](Cl)(=[O:11])=[O:10].[F:13][C:14]1[CH:19]=[CH:18][C:17]([C:20]2[CH:25]=[CH:24][C:23]([C:26](=[N:28][O:29][CH2:30][CH2:31][OH:32])[CH3:27])=[CH:22][CH:21]=2)=[CH:16][CH:15]=1.